From a dataset of Full USPTO retrosynthesis dataset with 1.9M reactions from patents (1976-2016). Predict the reactants needed to synthesize the given product. (1) Given the product [C:1]([C:3]1[CH:4]=[CH:5][C:6]([O:13][CH3:14])=[C:7]([CH:12]=1)[C:8]([OH:10])=[O:9])#[N:2], predict the reactants needed to synthesize it. The reactants are: [C:1]([C:3]1[CH:4]=[CH:5][C:6]([O:13][CH3:14])=[C:7]([CH:12]=1)[C:8]([O:10]C)=[O:9])#[N:2].[OH-].[Na+].Cl. (2) The reactants are: FC(F)(F)S([O:6][Si:7]([C:10]([CH3:13])([CH3:12])[CH3:11])([CH3:9])[CH3:8])(=O)=O.[Cl:16][C:17]1[S:21][C:20]([C:22]([NH:24][CH2:25][CH:26]2[O:30][N:29]=[C:28]([C:31]3[CH:36]=[CH:35][C:34]([NH:37][CH2:38][CH2:39]O)=[CH:33][CH:32]=3)[CH2:27]2)=[O:23])=[CH:19][CH:18]=1.CC1C=CC=C(C)N=1.O. Given the product [Si:7]([O:6][CH2:39][CH2:38][NH:37][C:34]1[CH:33]=[CH:32][C:31]([C:28]2[CH2:27][CH:26]([CH2:25][NH:24][C:22]([C:20]3[S:21][C:17]([Cl:16])=[CH:18][CH:19]=3)=[O:23])[O:30][N:29]=2)=[CH:36][CH:35]=1)([C:10]([CH3:11])([CH3:12])[CH3:13])([CH3:8])[CH3:9], predict the reactants needed to synthesize it.